Task: Predict the reaction yield, written as a fraction of the theoretical maximum amount of product (1.0 means a 100% yield; for example, 0.34 means a 34% yield).. Dataset: Reaction yield outcomes from USPTO patents with 853,638 reactions The catalyst is CC(=O)CC.O.C(OCC)(=O)C. The reactants are [CH3:1][C:2]1[CH:7]=[CH:6][CH:5]=[CH:4][C:3]=1O.BrC[CH2:11][CH2:12][C:13]([O:15][CH2:16]C)=O.[C:18](=[O:21])([O-])[O-:19].[K+].[K+].[OH-].[Na+].Cl. The product is [CH3:1][C:2]1[CH:7]=[CH:6][CH:5]=[CH:4][C:3]=1[CH2:16][O:15][CH2:13][CH2:12][CH2:11][C:18]([OH:19])=[O:21]. The yield is 0.760.